From a dataset of Full USPTO retrosynthesis dataset with 1.9M reactions from patents (1976-2016). Predict the reactants needed to synthesize the given product. (1) Given the product [CH2:29]([O:28][C:26]([C:9]1[C:10](=[O:25])[N:11]([C:19]2[CH:20]=[CH:21][CH:22]=[CH:23][CH:24]=2)[C:12]2[C:2]([C:1]=1[Cl:6])=[CH:16][C:15]([CH3:18])=[CH:14][CH:13]=2)=[O:27])[CH3:30], predict the reactants needed to synthesize it. The reactants are: [C:1]([Cl:6])(=O)[C:2](Cl)=O.OC1C2[C:12](=[CH:13][CH:14]=[C:15]([CH3:18])[CH:16]=2)[N:11]([C:19]2[CH:24]=[CH:23][CH:22]=[CH:21][CH:20]=2)[C:10](=[O:25])[C:9]=1[C:26]([O:28][CH2:29][CH3:30])=[O:27]. (2) Given the product [O:1]1[C:5]2[CH:6]=[CH:7][CH:8]=[CH:9][C:4]=2[CH:3]=[C:2]1[CH:10]1[CH2:15][CH2:14][C:13]([CH3:19])([C:16]([NH:45][S:42]([C:32]2[CH:37]=[CH:36][CH:35]=[CH:34][C:33]=2[S:38](=[O:40])(=[O:39])[NH2:41])(=[O:44])=[O:43])=[O:18])[CH2:12][CH2:11]1, predict the reactants needed to synthesize it. The reactants are: [O:1]1[C:5]2[CH:6]=[CH:7][CH:8]=[CH:9][C:4]=2[CH:3]=[C:2]1[CH:10]1[CH2:15][CH2:14][C:13]([CH3:19])([C:16]([OH:18])=O)[CH2:12][CH2:11]1.Cl.CN(C)CCCN=C=NCC.[C:32]1([S:42]([NH2:45])(=[O:44])=[O:43])[C:33]([S:38]([NH2:41])(=[O:40])=[O:39])=[CH:34][CH:35]=[CH:36][CH:37]=1. (3) Given the product [CH:48]([C:7]1[CH:15]=[CH:14][C:13]([C:16]2[N:17]([C:32]([O:34][C:35]([CH3:36])([CH3:37])[CH3:38])=[O:33])[C:18]3[C:23]([CH:24]=2)=[CH:22][C:21]([CH2:25][N:26]2[CH2:27][CH2:28][CH2:29][CH2:30][CH2:31]2)=[CH:20][CH:19]=3)=[C:12]2[C:8]=1[CH2:9][NH:10][C:11]2=[O:39])=[CH2:49], predict the reactants needed to synthesize it. The reactants are: FC(F)(F)S(O[C:7]1[CH:15]=[CH:14][C:13]([C:16]2[N:17]([C:32]([O:34][C:35]([CH3:38])([CH3:37])[CH3:36])=[O:33])[C:18]3[C:23]([CH:24]=2)=[CH:22][C:21]([CH2:25][N:26]2[CH2:31][CH2:30][CH2:29][CH2:28][CH2:27]2)=[CH:20][CH:19]=3)=[C:12]2[C:8]=1[CH2:9][NH:10][C:11]2=[O:39])(=O)=O.B1(C=C)OB([CH:48]=[CH2:49])OB(C=C)O1.C1C=CN=CC=1.C(=O)([O-])[O-].[K+].[K+].O. (4) Given the product [F:13][C:14]1[CH:19]=[C:18]([C:23]2[CH:22]=[CH:21][C:30]3[C:25](=[CH:26][CH:27]=[CH:28][CH:29]=3)[CH:24]=2)[CH:17]=[CH:16][N:15]=1, predict the reactants needed to synthesize it. The reactants are: C(=O)([O-])[O-].[Na+].[Na+].COCCOC.[F:13][C:14]1[CH:19]=[C:18](I)[CH:17]=[CH:16][N:15]=1.[CH:21]1[C:30]2[C:25](=[CH:26][CH:27]=[CH:28][CH:29]=2)[CH:24]=[CH:23][C:22]=1B(O)O. (5) Given the product [C:17]([O:16][C:14](=[O:15])[CH:13]([C:2]1[C:7]2[CH:8]=[CH:9][S:10][C:6]=2[CH:5]=[CH:4][CH:3]=1)[C:11]#[N:12])([CH3:20])([CH3:19])[CH3:18], predict the reactants needed to synthesize it. The reactants are: Br[C:2]1[C:7]2[CH:8]=[CH:9][S:10][C:6]=2[CH:5]=[CH:4][CH:3]=1.[C:11]([CH2:13][C:14]([O:16][C:17]([CH3:20])([CH3:19])[CH3:18])=[O:15])#[N:12].CC([O-])(C)C.[K+].C1(P(C2C=CC=CC=2)C2C=CC=CC=2)C=CC=CC=1.Cl. (6) Given the product [O:9]=[C:8]([CH2:7][C:1]1[CH:6]=[CH:5][CH:4]=[CH:3][CH:2]=1)[CH2:11][C:12]([O:13][CH2:14][CH3:15])=[O:17], predict the reactants needed to synthesize it. The reactants are: [C:1]1([CH2:7][C:8](Cl)=[O:9])[CH:6]=[CH:5][CH:4]=[CH:3][CH:2]=1.[CH3:11][C:12]1(C)[O:17]C(=O)[CH2:15][C:14](=O)[O:13]1.N1C=CC=CC=1. (7) Given the product [F:8][C:6]1[CH:5]=[C:4]([C:9]2[N:16]=[C:15]([OH:17])[C:14]([I:23])=[CH:13][C:10]=2[C:11]#[N:12])[CH:3]=[C:2]([F:1])[CH:7]=1, predict the reactants needed to synthesize it. The reactants are: [F:1][C:2]1[CH:3]=[C:4]([C:9]2[N:16]=[C:15]([OH:17])[CH:14]=[CH:13][C:10]=2[C:11]#[N:12])[CH:5]=[C:6]([F:8])[CH:7]=1.S(=O)(=O)(O)O.[I:23]N1C(=O)CCC1=O.